The task is: Predict the reaction yield, written as a fraction of the theoretical maximum amount of product (1.0 means a 100% yield; for example, 0.34 means a 34% yield).. This data is from Reaction yield outcomes from USPTO patents with 853,638 reactions. (1) The reactants are [CH3:1][N:2]1[CH2:7][CH2:6][N:5]2[N:8]=[C:9]([N+:11]([O-:13])=[O:12])[CH:10]=[C:4]2[CH2:3]1.[CH2:14]1COCC1. No catalyst specified. The product is [CH2:1]([N:2]1[CH2:7][CH2:6][N:5]2[N:8]=[C:9]([N+:11]([O-:13])=[O:12])[CH:10]=[C:4]2[CH2:3]1)[CH3:14]. The yield is 1.00. (2) The reactants are O[CH2:2][N:3]([CH2:9][CH:10]1[CH2:15][CH2:14][CH:13]=[CH:12][CH2:11]1)[C:4](=[O:8])[O:5][CH2:6][CH3:7].B(F)(F)F.CCOCC. The catalyst is ClCCl. The product is [CH:10]12[CH2:15][CH:14]([CH:13]=[CH:12][CH2:11]1)[CH2:2][N:3]([C:4]([O:5][CH2:6][CH3:7])=[O:8])[CH2:9]2. The yield is 0.740. (3) The reactants are [CH:1]([C:4]1[CH:9]=[CH:8][C:7]([C:10]2[C:15]([CH:16]([CH2:21][CH2:22][CH3:23])[C:17]([O:19]C)=[O:18])=[C:14]([CH3:24])[N:13]=[C:12]([C:25]3[CH:30]=[CH:29][CH:28]=[CH:27][CH:26]=3)[N:11]=2)=[CH:6][CH:5]=1)([CH3:3])[CH3:2].[OH-].[Na+]. The catalyst is CO. The product is [CH:1]([C:4]1[CH:5]=[CH:6][C:7]([C:10]2[C:15]([CH:16]([CH2:21][CH2:22][CH3:23])[C:17]([OH:19])=[O:18])=[C:14]([CH3:24])[N:13]=[C:12]([C:25]3[CH:26]=[CH:27][CH:28]=[CH:29][CH:30]=3)[N:11]=2)=[CH:8][CH:9]=1)([CH3:2])[CH3:3]. The yield is 0.830. (4) The reactants are [Br:1][C:2]1[C:3]2[C:4]3[CH2:19][CH2:18][N:17]([C:20]([O:22][C:23]([CH3:26])([CH3:25])[CH3:24])=[O:21])[CH2:16][CH2:15][C:5]=3[N:6]([CH2:11][C:12](O)=O)[C:7]=2[CH:8]=[CH:9][CH:10]=1.C(N(CC)CC)C.ClC(OCC(C)C)=O.[C:42]1([NH2:49])[CH:47]=[CH:46][CH:45]=[CH:44][C:43]=1[NH2:48].C(O)(=O)C. The catalyst is C1COCC1.CCOC(C)=O. The product is [NH:48]1[C:43]2[CH:44]=[CH:45][CH:46]=[CH:47][C:42]=2[N:49]=[C:12]1[CH2:11][N:6]1[C:7]2[CH:8]=[CH:9][CH:10]=[C:2]([Br:1])[C:3]=2[C:4]2[CH2:19][CH2:18][N:17]([C:20]([O:22][C:23]([CH3:26])([CH3:25])[CH3:24])=[O:21])[CH2:16][CH2:15][C:5]1=2. The yield is 0.590. (5) The product is [Cl:15][C:16]1[CH:21]=[CH:20][N:19]2[N:22]=[C:23]([C:29]3[CH:30]=[CH:31][C:32]([O:35][CH3:36])=[CH:33][CH:34]=3)[C:24]([C:25]3[CH:26]=[CH:27][N:14]=[C:12]([NH:11][CH:6]4[CH2:10][CH2:9][CH2:8][CH2:7]4)[N:13]=3)=[C:18]2[CH:17]=1. The reactants are CC[O-].[Na+].Cl.[CH:6]1([NH:11][C:12]([NH2:14])=[NH:13])[CH2:10][CH2:9][CH2:8][CH2:7]1.[Cl:15][C:16]1[CH:21]=[CH:20][N:19]2[N:22]=[C:23]([C:29]3[CH:34]=[CH:33][C:32]([O:35][CH3:36])=[CH:31][CH:30]=3)[C:24]([C:25](=O)[C:26]#[CH:27])=[C:18]2[CH:17]=1. The catalyst is C(O)C. The yield is 0.660. (6) The reactants are [CH:1]([C:3]1[CH:8]=[CH:7][C:6](B(O)O)=[CH:5][CH:4]=1)=[CH2:2].[OH:12][N:13]1[C:21](=[O:22])[C:20]2[C:15](=[CH:16][CH:17]=[CH:18][CH:19]=2)[C:14]1=[O:23].N1C=CC=CC=1. The catalyst is ClCCCl.O.Cl[Cu]. The product is [CH:1]([C:3]1[CH:8]=[CH:7][C:6]([O:12][N:13]2[C:21](=[O:22])[C:20]3[C:15](=[CH:16][CH:17]=[CH:18][CH:19]=3)[C:14]2=[O:23])=[CH:5][CH:4]=1)=[CH2:2]. The yield is 0.630. (7) The reactants are Cl.[CH2:2]([O:9][C:10]1[CH:19]=[C:18]2[C:13]([C:14](Cl)=[N:15][CH:16]=[N:17]2)=[CH:12][C:11]=1[O:21][CH3:22])[C:3]1[CH:8]=[CH:7][CH:6]=[CH:5][CH:4]=1. The catalyst is O. The product is [CH2:2]([O:9][C:10]1[CH:19]=[C:18]2[C:13]([C:14]([O:9][C:10]3[CH:19]=[CH:18][CH:13]=[CH:12][CH:11]=3)=[N:15][CH:16]=[N:17]2)=[CH:12][C:11]=1[O:21][CH3:22])[C:3]1[CH:8]=[CH:7][CH:6]=[CH:5][CH:4]=1. The yield is 0.950.